From a dataset of Full USPTO retrosynthesis dataset with 1.9M reactions from patents (1976-2016). Predict the reactants needed to synthesize the given product. (1) The reactants are: [CH2:1]([CH:9]([CH2:13][CH2:14][CH2:15][CH2:16][CH2:17][CH2:18][CH2:19][CH3:20])[C:10]([OH:12])=[O:11])[CH2:2][CH2:3][CH2:4][CH2:5][CH2:6][CH2:7][CH3:8].C([O-])([O-])=O.[Na+].[Na+].S(Cl)(O[CH2:31][Cl:32])(=O)=O. Given the product [CH2:13]([CH:9]([CH2:1][CH2:2][CH2:3][CH2:4][CH2:5][CH2:6][CH2:7][CH3:8])[C:10]([O:12][CH2:31][Cl:32])=[O:11])[CH2:14][CH2:15][CH2:16][CH2:17][CH2:18][CH2:19][CH3:20], predict the reactants needed to synthesize it. (2) Given the product [NH2:8][CH:9]1[CH2:10][CH2:11][N:12]([C:15]2[N:20]=[C:19]([C:21]3[C:29]4[C:24](=[CH:25][CH:26]=[C:27]([C:30]([O:32][CH3:33])=[O:31])[CH:28]=4)[NH:23][CH:22]=3)[CH:18]=[N:17][CH:16]=2)[CH2:13][CH2:14]1, predict the reactants needed to synthesize it. The reactants are: C(OC([NH:8][CH:9]1[CH2:14][CH2:13][N:12]([C:15]2[N:20]=[C:19]([C:21]3[C:29]4[C:24](=[CH:25][CH:26]=[C:27]([C:30]([O:32][CH3:33])=[O:31])[CH:28]=4)[N:23](C(OC(C)(C)C)=O)[CH:22]=3)[CH:18]=[N:17][CH:16]=2)[CH2:11][CH2:10]1)=O)(C)(C)C.C(O)(C(F)(F)F)=O. (3) The reactants are: C[O:2][C:3](=[O:31])/[CH:4]=[CH:5]/[C:6]1[CH:7]=[C:8]2[C:27](=[CH:28][CH:29]=1)[O:26][C:11]1([CH2:14][N:13]([CH2:15][C:16]3[C:24]4[C:19](=[CH:20][CH:21]=[CH:22][CH:23]=4)[N:18]([CH3:25])[CH:17]=3)[CH2:12]1)[CH2:10][C:9]2=[O:30].[OH-].[Na+]. Given the product [CH3:25][N:18]1[C:19]2[C:24](=[CH:23][CH:22]=[CH:21][CH:20]=2)[C:16]([CH2:15][N:13]2[CH2:14][C:11]3([CH2:10][C:9](=[O:30])[C:8]4[C:27](=[CH:28][CH:29]=[C:6](/[CH:5]=[CH:4]/[C:3]([OH:31])=[O:2])[CH:7]=4)[O:26]3)[CH2:12]2)=[CH:17]1, predict the reactants needed to synthesize it. (4) Given the product [C:28]([N:10]1[C:11]([C:13]2[S:14][C:15]3[CH2:16][CH2:17][O:18][C:19]4[CH:26]=[C:25]([C:47]5[CH:48]=[N:49][NH:50][CH:51]=5)[CH:24]=[CH:23][C:20]=4[C:21]=3[N:22]=2)=[N:12][C:8]([NH2:7])=[N:9]1)([CH3:30])([CH3:31])[CH3:29], predict the reactants needed to synthesize it. The reactants are: C(OC(=O)[NH:7][C:8]1[N:12]=[C:11]([C:13]2[S:14][C:15]3[CH2:16][CH2:17][O:18][C:19]4[CH:26]=[C:25](Br)[CH:24]=[CH:23][C:20]=4[C:21]=3[N:22]=2)[N:10]([C:28]([CH3:31])([CH3:30])[CH3:29])[N:9]=1)(C)(C)C.O.C([O-])(=O)C.[K+].CC1(C)C(C)(C)OB([C:47]2[CH:48]=[N:49][NH:50][CH:51]=2)O1. (5) The reactants are: [CH:1]1([N:7]([CH2:34][CH:35]2[CH2:37][CH2:36]2)[C:8]2[N:13]=[CH:12][N:11]=[C:10]([C:14]([NH:16][C:17]3[CH:33]=[CH:32][C:20]([CH2:21][S:22]([CH2:25][CH2:26][C:27]([O:29]CC)=[O:28])(=[O:24])=[O:23])=[CH:19][CH:18]=3)=[O:15])[CH:9]=2)[CH2:6][CH2:5][CH2:4][CH2:3][CH2:2]1.Cl. Given the product [CH:1]1([N:7]([CH2:34][CH:35]2[CH2:36][CH2:37]2)[C:8]2[N:13]=[CH:12][N:11]=[C:10]([C:14]([NH:16][C:17]3[CH:33]=[CH:32][C:20]([CH2:21][S:22]([CH2:25][CH2:26][C:27]([OH:29])=[O:28])(=[O:24])=[O:23])=[CH:19][CH:18]=3)=[O:15])[CH:9]=2)[CH2:6][CH2:5][CH2:4][CH2:3][CH2:2]1, predict the reactants needed to synthesize it. (6) Given the product [CH3:19][O:3][C:4]1[CH:5]=[C:6]2[C:11](=[CH:12][CH:13]=1)[C@:10]([CH3:18])([C:14]([F:17])([F:15])[F:16])[O:9][CH2:8][CH2:7]2, predict the reactants needed to synthesize it. The reactants are: [H-].[Na+].[OH:3][C:4]1[CH:5]=[C:6]2[C:11](=[CH:12][CH:13]=1)[C@:10]([CH3:18])([C:14]([F:17])([F:16])[F:15])[O:9][CH2:8][CH2:7]2.[CH3:19]N(C=O)C. (7) Given the product [Br:11][C:12]1[CH:17]=[CH:16][C:15]([Br:18])=[CH:14][C:13]=1[O:8][CH2:7][C:4]1[CH:5]=[CH:6][N:1]=[CH:2][CH:3]=1, predict the reactants needed to synthesize it. The reactants are: [N:1]1[CH:6]=[CH:5][C:4]([CH2:7][OH:8])=[CH:3][CH:2]=1.[H-].[Na+].[Br:11][C:12]1[CH:17]=[CH:16][C:15]([Br:18])=[CH:14][C:13]=1F. (8) Given the product [CH3:1][C:2]1[O:6][C:5]([C:7]2[CH:12]=[CH:11][CH:10]=[CH:9][CH:8]=2)=[N:4][C:3]=1[CH2:13][CH2:14][O:15][C:16]1[C:24]2[CH:23]=[CH:22][S:21][C:20]=2[C:19]([CH2:25][CH:26]2[S:30][C:29](=[O:31])[NH:28][C:27]2=[O:32])=[CH:18][CH:17]=1, predict the reactants needed to synthesize it. The reactants are: [CH3:1][C:2]1[O:6][C:5]([C:7]2[CH:12]=[CH:11][CH:10]=[CH:9][CH:8]=2)=[N:4][C:3]=1[CH2:13][CH2:14][O:15][C:16]1[C:24]2[CH:23]=[CH:22][S:21][C:20]=2[C:19]([CH:25]=[C:26]2[S:30][C:29](=[O:31])[NH:28][C:27]2=[O:32])=[CH:18][CH:17]=1.C1C=CC(C2C=CC=CC=2)=CC=1.C1C=CC(OC2C=CC=CC=2)=CC=1.C(N(CC)CC)C.